This data is from Forward reaction prediction with 1.9M reactions from USPTO patents (1976-2016). The task is: Predict the product of the given reaction. (1) Given the reactants C(C(CC(CC)CO)CO)C.[OH-].[K+].[H][H].[CH2:16]([CH:18]([CH2:22][CH:23]([CH2:27][CH3:28])[C:24]([O-:26])=[O:25])[C:19]([O-:21])=[O:20])[CH3:17].[K+].[K+].S(=O)(=O)(O)O, predict the reaction product. The product is: [CH2:16]([CH:18]([CH2:22][CH:23]([CH2:27][CH3:28])[C:24]([OH:26])=[O:25])[C:19]([OH:21])=[O:20])[CH3:17]. (2) Given the reactants F[C:2]1[C:3]([C:8]([OH:10])=[O:9])=[N:4][CH:5]=[CH:6][CH:7]=1.[CH3:11][O:12][CH2:13][CH2:14][OH:15].CC(C)([O-])C.[K+], predict the reaction product. The product is: [CH3:11][O:12][CH2:13][CH2:14][O:15][C:2]1[C:3]([C:8]([OH:10])=[O:9])=[N:4][CH:5]=[CH:6][CH:7]=1. (3) Given the reactants [OH:1][C:2]1[C:11]2[C:6](=[CH:7][C:8]([CH2:12][C:13]3[CH:18]=[CH:17][CH:16]=[CH:15][CH:14]=3)=[CH:9][N:10]=2)[NH:5][C:4](=[O:19])[C:3]=1[C:20]([O:22]CC)=O.[CH2:25]([NH2:29])[CH:26]([CH3:28])[CH3:27], predict the reaction product. The product is: [OH:1][C:2]1[C:11]2[C:6](=[CH:7][C:8]([CH2:12][C:13]3[CH:18]=[CH:17][CH:16]=[CH:15][CH:14]=3)=[CH:9][N:10]=2)[NH:5][C:4](=[O:19])[C:3]=1[C:20]([NH:29][CH2:25][CH:26]([CH3:28])[CH3:27])=[O:22]. (4) Given the reactants [Br:1][CH2:2][CH2:3][CH2:4][CH2:5][CH2:6][CH2:7][CH2:8][CH2:9][O:10][C:11]1[CH:16]=[CH:15][CH:14]=[C:13](C)[CH:12]=1.[F:18]C1C=C(O)C=CC=1.BrCCCCCCCCBr.C([O-])([O-])=O.[K+].[K+], predict the reaction product. The product is: [Br:1][CH2:2][CH2:3][CH2:4][CH2:5][CH2:6][CH2:7][CH2:8][CH2:9][O:10][C:11]1[CH:16]=[CH:15][CH:14]=[C:13]([F:18])[CH:12]=1. (5) Given the reactants [OH:1][C:2]1[CH:7]=[C:6]([O:8][CH3:9])[CH:5]=[C:4](O)[C:3]=1[NH:11][C:12]([C:14]1[N:15]=[C:16]2[N:20]([CH:21]=1)[N:19]=[C:18]([S:22][CH3:23])[S:17]2)=[O:13].C(O)(C(F)(F)F)=O, predict the reaction product. The product is: [CH3:9][O:8][C:6]1[CH:5]=[C:4]2[O:13][C:12]([C:14]3[N:15]=[C:16]4[N:20]([CH:21]=3)[N:19]=[C:18]([S:22][CH3:23])[S:17]4)=[N:11][C:3]2=[C:2]([OH:1])[CH:7]=1. (6) Given the reactants Cl.Cl.[CH3:3][S:4]([C:7]1[CH:12]=[CH:11][C:10]([C:13]2[CH:14]=[CH:15][C:16]([O:19][CH2:20][CH:21]3[CH2:26][CH2:25][NH:24][CH2:23][CH2:22]3)=[N:17][CH:18]=2)=[CH:9][CH:8]=1)(=[O:6])=[O:5].Cl[C:28]1[N:33]=[CH:32][C:31]([CH2:34][CH3:35])=[CH:30][N:29]=1.C([O-])([O-])=O.[K+].[K+], predict the reaction product. The product is: [CH2:34]([C:31]1[CH:30]=[N:29][C:28]([N:24]2[CH2:25][CH2:26][CH:21]([CH2:20][O:19][C:16]3[CH:15]=[CH:14][C:13]([C:10]4[CH:11]=[CH:12][C:7]([S:4]([CH3:3])(=[O:5])=[O:6])=[CH:8][CH:9]=4)=[CH:18][N:17]=3)[CH2:22][CH2:23]2)=[N:33][CH:32]=1)[CH3:35]. (7) Given the reactants Cl[C:2]1[CH:7]=[C:6]([Cl:8])[N:5]=[CH:4][N:3]=1.C(N(CC)C(C)C)(C)C.[CH3:18][O:19][CH2:20][C@H:21]([NH:23][C@H:24]1[CH2:29][CH2:28][C@H:27]([NH2:30])[CH2:26][CH2:25]1)[CH3:22], predict the reaction product. The product is: [Cl:8][C:6]1[N:5]=[CH:4][N:3]=[C:2]([NH:30][C@H:27]2[CH2:26][CH2:25][C@H:24]([NH:23][C@H:21]([CH3:22])[CH2:20][O:19][CH3:18])[CH2:29][CH2:28]2)[CH:7]=1. (8) Given the reactants Br[C:2]1[CH:8]=[CH:7][C:5]([NH2:6])=[C:4]([N+:9]([O-:11])=[O:10])[CH:3]=1.[CH:12]1(B(O)O)[CH2:14][CH2:13]1.P([O-])([O-])([O-])=O.[K+].[K+].[K+].C1(P)CCCCC1, predict the reaction product. The product is: [CH:12]1([C:2]2[CH:8]=[CH:7][C:5]([NH2:6])=[C:4]([N+:9]([O-:11])=[O:10])[CH:3]=2)[CH2:14][CH2:13]1. (9) Given the reactants [CH2:1]1[CH2:9][O:8][C:7]2[C:3](=[CH:4][S:5][CH:6]=2)[O:2]1.C([Li])CCC.[CH3:15][Si:16]([C:19]#[C:20][C:21]1[CH:26]=[CH:25][C:24](I)=[CH:23][CH:22]=1)([CH3:18])[CH3:17], predict the reaction product. The product is: [O:8]1[CH2:9][CH2:1][O:2][C:3]2=[C:4]([C:24]3[CH:25]=[CH:26][C:21]([C:20]#[C:19][Si:16]([CH3:15])([CH3:18])[CH3:17])=[CH:22][CH:23]=3)[S:5][CH:6]=[C:7]12. (10) Given the reactants Br[C:2]1[CH:11]=[CH:10][CH:9]=[C:8]2[C:3]=1[CH:4]=[CH:5][C:6](Cl)=[N:7]2.[CH3:13][C:14]1[O:18][C:17]([CH2:19][NH2:20])=[CH:16][CH:15]=1.[CH3:21][O:22][CH2:23][CH2:24][O:25][C:26]1[CH:27]=[C:28]([CH:31]=[CH:32][CH:33]=1)[CH2:29][NH2:30], predict the reaction product. The product is: [CH3:21][O:22][CH2:23][CH2:24][O:25][C:26]1[CH:27]=[C:28]([CH:31]=[CH:32][CH:33]=1)[CH2:29][NH:30][C:2]1[C:3]2[CH:4]=[CH:5][C:6]([NH:20][CH2:19][C:17]3[O:18][C:14]([CH3:13])=[CH:15][CH:16]=3)=[N:7][C:8]=2[CH:9]=[CH:10][CH:11]=1.